This data is from Catalyst prediction with 721,799 reactions and 888 catalyst types from USPTO. The task is: Predict which catalyst facilitates the given reaction. (1) Reactant: [N+:1]([C:4]1[CH:12]=[C:11]2[C:7]([C:8]([C:13]3[CH2:22][CH2:21][C:16]4(OCC[O:17]4)[CH2:15][CH:14]=3)=[CH:9][NH:10]2)=[CH:6][CH:5]=1)([O-:3])=[O:2].Cl. Product: [N+:1]([C:4]1[CH:12]=[C:11]2[C:7]([C:8]([C:13]3[CH2:22][CH2:21][C:16](=[O:17])[CH2:15][CH:14]=3)=[CH:9][NH:10]2)=[CH:6][CH:5]=1)([O-:3])=[O:2]. The catalyst class is: 21. (2) Reactant: [CH3:1][C:2]([C:4]1[CH:9]=[C:8]([O:10][CH2:11][C:12]([F:15])([F:14])[F:13])[CH:7]=[CH:6][C:5]=1[O:16][CH2:17][C:18]([F:21])([F:20])[F:19])=[O:3].[N+:22]([C:25]1[CH:26]=[C:27]([CH:30]=[CH:31][CH:32]=1)[CH:28]=O)([O-:24])=[O:23].CO.[OH-].[Na+]. Product: [F:21][C:18]([F:19])([F:20])[CH2:17][O:16][C:5]1[CH:6]=[CH:7][C:8]([O:10][CH2:11][C:12]([F:13])([F:14])[F:15])=[CH:9][C:4]=1[C:2](=[O:3])[CH:1]=[CH:28][C:27]1[CH:30]=[CH:31][CH:32]=[C:25]([N+:22]([O-:24])=[O:23])[CH:26]=1. The catalyst class is: 6. (3) Reactant: [C:1]([O:5][C:6](=[O:31])[CH2:7][CH2:8][C:9]([CH2:22][CH2:23][C:24]([O:26][C:27]([CH3:30])([CH3:29])[CH3:28])=[O:25])([N+:19]([O-])=O)[CH2:10][CH2:11][C:12]([O:14][C:15]([CH3:18])([CH3:17])[CH3:16])=[O:13])([CH3:4])([CH3:3])[CH3:2]. Product: [C:15]([O:14][C:12](=[O:13])[CH2:11][CH2:10][C:9]([NH2:19])([CH2:22][CH2:23][C:24]([O:26][C:27]([CH3:30])([CH3:29])[CH3:28])=[O:25])[CH2:8][CH2:7][C:6]([O:5][C:1]([CH3:2])([CH3:3])[CH3:4])=[O:31])([CH3:16])([CH3:17])[CH3:18]. The catalyst class is: 470. (4) Reactant: C(O)(C(F)(F)F)=O.C(OC([NH:15][C:16]1[C:17]([Cl:38])=[C:18]([CH:33]=[C:34]([C:36]#[N:37])[CH:35]=1)[CH2:19][N:20]1[CH2:25][CH2:24][N:23](C(OC(C)(C)C)=O)[CH2:22][CH2:21]1)=O)(C)(C)C. Product: [NH2:15][C:16]1[CH:35]=[C:34]([CH:33]=[C:18]([CH2:19][N:20]2[CH2:21][CH2:22][NH:23][CH2:24][CH2:25]2)[C:17]=1[Cl:38])[C:36]#[N:37]. The catalyst class is: 2. (5) Reactant: [NH2:1][C:2]1[CH:3]=[N:4][C:5]2[C:10]([C:11]=1[C:12]1[CH:17]=[CH:16][C:15]([C:18]([F:21])([F:20])[F:19])=[CH:14][C:13]=1[O:22][CH3:23])=[CH:9][CH:8]=[C:7]([S:24]([N:27](CC1C=CC(OC)=CC=1)[C:28]1[S:29][CH:30]=[CH:31][N:32]=1)(=[O:26])=[O:25])[CH:6]=2.C(Cl)Cl.C(O)(C(F)(F)F)=O. Product: [NH2:1][C:2]1[CH:3]=[N:4][C:5]2[C:10]([C:11]=1[C:12]1[CH:17]=[CH:16][C:15]([C:18]([F:20])([F:19])[F:21])=[CH:14][C:13]=1[O:22][CH3:23])=[CH:9][CH:8]=[C:7]([S:24]([NH:27][C:28]1[S:29][CH:30]=[CH:31][N:32]=1)(=[O:26])=[O:25])[CH:6]=2. The catalyst class is: 5. (6) Reactant: [OH:1][C:2]1[CH:7]=[CH:6][C:5]([N:8]2[C:13](=[O:14])[C:12]([CH2:15][C:16]3[CH:21]=[CH:20][C:19]([C:22]4[C:23]([C:28]#[N:29])=[CH:24][CH:25]=[CH:26][CH:27]=4)=[CH:18][CH:17]=3)=[C:11]([CH2:30][CH2:31][CH3:32])[N:10]=[C:9]2[CH3:33])=[CH:4][CH:3]=1.Br[CH:35]([CH2:37][CH3:38])[CH3:36].C(=O)([O-])[O-].[Cs+].[Cs+].C(OCC)(=O)C. Product: [CH:35]([O:1][C:2]1[CH:3]=[CH:4][C:5]([N:8]2[C:13](=[O:14])[C:12]([CH2:15][C:16]3[CH:21]=[CH:20][C:19]([C:22]4[C:23]([C:28]#[N:29])=[CH:24][CH:25]=[CH:26][CH:27]=4)=[CH:18][CH:17]=3)=[C:11]([CH2:30][CH2:31][CH3:32])[N:10]=[C:9]2[CH3:33])=[CH:6][CH:7]=1)([CH2:37][CH3:38])[CH3:36]. The catalyst class is: 35. (7) Reactant: NC(N)=O.Cl.[C:6]1([C:12]([CH:14]2[CH2:19][CH2:18][NH:17][CH2:16][CH2:15]2)=[O:13])[CH:11]=[CH:10][CH:9]=[CH:8][CH:7]=1.CCN(C(C)C)C(C)C.[C:29](O[C:29]([O:31][C:32]([CH3:35])([CH3:34])[CH3:33])=[O:30])([O:31][C:32]([CH3:35])([CH3:34])[CH3:33])=[O:30]. Product: [C:12]([CH:14]1[CH2:19][CH2:18][N:17]([C:29]([O:31][C:32]([CH3:35])([CH3:34])[CH3:33])=[O:30])[CH2:16][CH2:15]1)(=[O:13])[C:6]1[CH:7]=[CH:8][CH:9]=[CH:10][CH:11]=1. The catalyst class is: 2.